From a dataset of Forward reaction prediction with 1.9M reactions from USPTO patents (1976-2016). Predict the product of the given reaction. Given the reactants [F:1][C:2]([F:35])([F:34])[C:3]1[CH:4]=[C:5]([CH:27]=[C:28]([C:30]([F:33])([F:32])[F:31])[CH:29]=1)[CH2:6][N:7]([C:21]1[N:22]=[N:23][N:24]([CH3:26])[N:25]=1)[C@H:8]1[CH2:14][CH2:13][CH2:12][NH:11][C:10]2[C:15]([CH3:20])=[CH:16][C:17]([CH3:19])=[CH:18][C:9]1=2.C(O[BH-](OC(=O)C)OC(=O)C)(=O)C.[Na+].C(#N)C.[CH:53]([C@H:55]1[CH2:60][CH2:59][C@H:58]([C:61]([O:63][CH3:64])=[O:62])[CH2:57][CH2:56]1)=O, predict the reaction product. The product is: [F:35][C:2]([F:34])([F:1])[C:3]1[CH:4]=[C:5]([CH:27]=[C:28]([C:30]([F:33])([F:32])[F:31])[CH:29]=1)[CH2:6][N:7]([C:21]1[N:22]=[N:23][N:24]([CH3:26])[N:25]=1)[C@H:8]1[CH2:14][CH2:13][CH2:12][N:11]([CH2:53][C@H:55]2[CH2:56][CH2:57][C@H:58]([C:61]([O:63][CH3:64])=[O:62])[CH2:59][CH2:60]2)[C:10]2[C:15]([CH3:20])=[CH:16][C:17]([CH3:19])=[CH:18][C:9]1=2.